The task is: Predict the product of the given reaction.. This data is from Forward reaction prediction with 1.9M reactions from USPTO patents (1976-2016). (1) Given the reactants C[O:2][C:3](=[O:32])[C:4]1[CH:9]=[CH:8][C:7]([O:10][C@H:11]2[CH2:15][CH2:14][N:13]([C:16]3[CH:21]=[CH:20][C:19]([C:22](=[O:31])[NH:23][C:24]4[CH:29]=[CH:28][CH:27]=[CH:26][C:25]=4[NH2:30])=[CH:18][CH:17]=3)[CH2:12]2)=[CH:6][CH:5]=1.[OH-].[K+], predict the reaction product. The product is: [NH2:30][C:25]1[CH:26]=[CH:27][CH:28]=[CH:29][C:24]=1[NH:23][C:22]([C:19]1[CH:18]=[CH:17][C:16]([N:13]2[CH2:14][CH2:15][C@H:11]([O:10][C:7]3[CH:6]=[CH:5][C:4]([C:3]([OH:32])=[O:2])=[CH:9][CH:8]=3)[CH2:12]2)=[CH:21][CH:20]=1)=[O:31]. (2) Given the reactants CSC.[C:4]1([Mg]Br)[CH:9]=[CH:8][CH:7]=[CH:6][CH:5]=1.[CH2:12]([O:19][C:20]1[CH:25]=[CH:24][C:23]([Br:26])=[CH:22][C:21]=1[CH:27]=[CH:28][C:29]([N:31]1[C@H:35]([C:36]2[CH:41]=[CH:40][CH:39]=[CH:38][CH:37]=2)[CH2:34][O:33][C:32]1=[O:42])=[O:30])[C:13]1[CH:18]=[CH:17][CH:16]=[CH:15][CH:14]=1, predict the reaction product. The product is: [CH2:12]([O:19][C:20]1[CH:25]=[CH:24][C:23]([Br:26])=[CH:22][C:21]=1[C@H:27]([C:4]1[CH:9]=[CH:8][CH:7]=[CH:6][CH:5]=1)[CH2:28][C:29]([N:31]1[C@H:35]([C:36]2[CH:37]=[CH:38][CH:39]=[CH:40][CH:41]=2)[CH2:34][O:33][C:32]1=[O:42])=[O:30])[C:13]1[CH:18]=[CH:17][CH:16]=[CH:15][CH:14]=1. (3) Given the reactants [NH:1]1[CH2:5][CH2:4][C@@H:3]([NH:6][C:7](=[O:13])[O:8][C:9]([CH3:12])([CH3:11])[CH3:10])[CH2:2]1.[CH2:14]=O.CO.[BH4-].[Na+], predict the reaction product. The product is: [CH3:14][N:1]1[CH2:5][CH2:4][C@@H:3]([NH:6][C:7](=[O:13])[O:8][C:9]([CH3:10])([CH3:12])[CH3:11])[CH2:2]1. (4) The product is: [CH2:1]([O:3][C:4]([C:6]1[C:7]([O:26][C:27](=[O:29])[CH3:28])=[C:8]2[C:16]([Cl:37])=[CH:15][N:14]([CH2:17][C:18]3[CH:23]=[CH:22][C:21]([F:24])=[C:20]([F:25])[CH:19]=3)[C:9]2=[C:10]([C:12]#[N:13])[N:11]=1)=[O:5])[CH3:2]. Given the reactants [CH2:1]([O:3][C:4]([C:6]1[C:7]([O:26][C:27](=[O:29])[CH3:28])=[C:8]2[CH:16]=[CH:15][N:14]([CH2:17][C:18]3[CH:23]=[CH:22][C:21]([F:24])=[C:20]([F:25])[CH:19]=3)[C:9]2=[C:10]([C:12]#[N:13])[N:11]=1)=[O:5])[CH3:2].C1C(=O)N([Cl:37])C(=O)C1, predict the reaction product. (5) Given the reactants [Cl:1][C:2]1[CH:3]=[N:4][C:5]2[N:6]([N:8]=[C:9]([C:11]([OH:13])=O)[CH:10]=2)[CH:7]=1.[Cl:14][C:15]1[NH:23][C:22]2[CH2:21][CH2:20][NH:19][N:18]([CH3:24])[C:17]=2[CH:16]=1, predict the reaction product. The product is: [Cl:14][C:15]1[NH:23][C:22]2[CH2:21][CH2:20][N:19]([C:11]([C:9]3[CH:10]=[C:5]4[N:4]=[CH:3][C:2]([Cl:1])=[CH:7][N:6]4[N:8]=3)=[O:13])[N:18]([CH3:24])[C:17]=2[CH:16]=1. (6) Given the reactants [OH:1][CH2:2][C:3]([NH:6][C:7](=[O:16])[O:8][CH2:9][C:10]1[CH:15]=[CH:14][CH:13]=[CH:12][CH:11]=1)([CH3:5])[CH3:4].C(N(CC)[P:20]([O:26][C:27]([CH3:30])([CH3:29])[CH3:28])[O:21][C:22]([CH3:25])([CH3:24])[CH3:23])C.N1C=NN=N1.C1C=C(Cl)C=C(C(OO)=[O:46])C=1, predict the reaction product. The product is: [C:27]([O:26][P:20]([O:1][CH2:2][C:3]([NH:6][C:7](=[O:16])[O:8][CH2:9][C:10]1[CH:15]=[CH:14][CH:13]=[CH:12][CH:11]=1)([CH3:4])[CH3:5])([O:21][C:22]([CH3:23])([CH3:24])[CH3:25])=[O:46])([CH3:28])([CH3:29])[CH3:30]. (7) Given the reactants [Br:1][C:2]1[CH:22]=[CH:21][C:5]2[CH:6]=[C:7]([C:9]([C:11]3[O:12][C:13]4[CH:19]=[C:18]([Br:20])[CH:17]=[CH:16][C:14]=4[CH:15]=3)=O)[O:8][C:4]=2[CH:3]=1, predict the reaction product. The product is: [Br:20][C:18]1[CH:17]=[CH:16][C:14]2[CH:15]=[C:11]([CH2:9][C:7]3[O:8][C:4]4[CH:3]=[C:2]([Br:1])[CH:22]=[CH:21][C:5]=4[CH:6]=3)[O:12][C:13]=2[CH:19]=1.